From a dataset of Catalyst prediction with 721,799 reactions and 888 catalyst types from USPTO. Predict which catalyst facilitates the given reaction. (1) Reactant: [CH3:1][O:2][C:3]1[C:7]([CH3:8])=[CH:6][N:5]([C:9]2[CH:14]=[CH:13][C:12]([N+:15]([O-:17])=[O:16])=[CH:11][CH:10]=2)[N:4]=1.[Br:18]N1C(=O)CCC1=O.N(C(C)(C)C#N)=NC(C)(C)C#N. Product: [Br:18][CH2:8][C:7]1[C:3]([O:2][CH3:1])=[N:4][N:5]([C:9]2[CH:14]=[CH:13][C:12]([N+:15]([O-:17])=[O:16])=[CH:11][CH:10]=2)[CH:6]=1. The catalyst class is: 717. (2) The catalyst class is: 7. Product: [OH:2][CH2:1][CH2:3][NH:4][C:8](=[O:9])[CH2:7][C:6](=[O:10])[CH3:5]. Reactant: [CH2:1]([CH2:3][NH2:4])[OH:2].[CH2:5]=[C:6]1[O:10][C:8](=[O:9])[CH2:7]1. (3) Product: [C:1]([O:5][C@@H:6]([C:12]1[C:21]([CH3:22])=[CH:20][C:19]2[C:14](=[CH:15][CH:16]=[C:17]([CH3:23])[CH:18]=2)[C:13]=1[OH:24])[C:7]([O:9][CH2:10][CH3:11])=[O:8])([CH3:4])([CH3:3])[CH3:2]. The catalyst class is: 1. Reactant: [C:1]([O:5][C@@H:6]([C:12]1[C:21]([CH3:22])=[CH:20][C:19]2[C:14](=[CH:15][CH:16]=[C:17]([CH3:23])[CH:18]=2)[C:13]=1[O:24]S(C(F)(F)F)(=O)=O)[C:7]([O:9][CH2:10][CH3:11])=[O:8])([CH3:4])([CH3:3])[CH3:2].[F-].C([N+](CCCC)(CCCC)CCCC)CCC.C([O-])(O)=O.[Na+].